From a dataset of Forward reaction prediction with 1.9M reactions from USPTO patents (1976-2016). Predict the product of the given reaction. (1) The product is: [ClH:20].[C:8]([CH:10]1[CH2:9][C:8]1([NH2:7])[C:11]([NH:12][CH2:13][C:14]([F:15])([F:16])[F:17])=[O:18])([CH3:11])([CH3:10])[CH3:9]. Given the reactants C(OC(=O)[NH:7][C:8]1([C:11](=[O:18])[NH:12][CH2:13][C:14]([F:17])([F:16])[F:15])[CH2:10][CH2:9]1)(C)(C)C.[ClH:20], predict the reaction product. (2) Given the reactants [NH2:1][C:2]1[N:3]=[C:4]([CH3:24])[C:5]2[CH:11]=[C:10](Br)[C:9](=[O:13])[N:8]([C@H:14]3[CH2:19][CH2:18][C@@H:17]([O:20][CH2:21][CH2:22][OH:23])[CH2:16][CH2:15]3)[C:6]=2[N:7]=1.C(=O)([O-])[O-].[K+].[K+].[CH3:31][O:32][C:33]1[CH:38]=[CH:37][C:36](B(O)O)=[CH:35][N:34]=1, predict the reaction product. The product is: [NH2:1][C:2]1[N:3]=[C:4]([CH3:24])[C:5]2[CH:11]=[C:10]([C:36]3[CH:35]=[N:34][C:33]([O:32][CH3:31])=[CH:38][CH:37]=3)[C:9](=[O:13])[N:8]([C@H:14]3[CH2:19][CH2:18][C@@H:17]([O:20][CH2:21][CH2:22][OH:23])[CH2:16][CH2:15]3)[C:6]=2[N:7]=1.